This data is from Full USPTO retrosynthesis dataset with 1.9M reactions from patents (1976-2016). The task is: Predict the reactants needed to synthesize the given product. (1) Given the product [CH2:1]([N:8]1[CH2:13][CH2:12][CH:11]([NH:14][C:15]2[C:16]([C:21]([NH:26][NH2:27])=[O:22])=[N:17][CH:18]=[CH:19][N:20]=2)[CH2:10][CH2:9]1)[C:2]1[CH:3]=[CH:4][CH:5]=[CH:6][CH:7]=1, predict the reactants needed to synthesize it. The reactants are: [CH2:1]([N:8]1[CH2:13][CH2:12][CH:11]([NH:14][C:15]2[C:16]([C:21](OC)=[O:22])=[N:17][CH:18]=[CH:19][N:20]=2)[CH2:10][CH2:9]1)[C:2]1[CH:7]=[CH:6][CH:5]=[CH:4][CH:3]=1.O.[NH2:26][NH2:27]. (2) Given the product [Cl:1][C:2]1[CH:3]=[C:4]([CH:26]=[CH:27][C:28]=1[F:29])[NH:5][C:6]1[C:15]2[C:10](=[CH:11][C:12]([O:24][CH3:25])=[CH:13][C:14]=2[O:16][CH2:17][C@H:18]2[N:22]([C:31](=[O:32])[CH2:30][OH:33])[CH2:21][C@H:20]([OH:23])[CH2:19]2)[N:9]=[CH:8][N:7]=1, predict the reactants needed to synthesize it. The reactants are: [Cl:1][C:2]1[CH:3]=[C:4]([CH:26]=[CH:27][C:28]=1[F:29])[NH:5][C:6]1[C:15]2[C:10](=[CH:11][C:12]([O:24][CH3:25])=[CH:13][C:14]=2[O:16][CH2:17][C@H:18]2[NH:22][CH2:21][C@H:20]([OH:23])[CH2:19]2)[N:9]=[CH:8][N:7]=1.[C:30](O)(=[O:33])[CH2:31][OH:32].